Dataset: Peptide-MHC class II binding affinity with 134,281 pairs from IEDB. Task: Regression. Given a peptide amino acid sequence and an MHC pseudo amino acid sequence, predict their binding affinity value. This is MHC class II binding data. (1) The MHC is DRB3_0301 with pseudo-sequence DRB3_0301. The binding affinity (normalized) is 0.570. The peptide sequence is IHAVPFGLVSMMIAMKK. (2) The peptide sequence is NSFTAPNESYKKQVT. The MHC is DRB1_0101 with pseudo-sequence DRB1_0101. The binding affinity (normalized) is 0.334. (3) The peptide sequence is LGRFKHTDACCRT. The MHC is DRB1_1101 with pseudo-sequence DRB1_1101. The binding affinity (normalized) is 0. (4) The peptide sequence is EKKYFAATQREPLAA. The MHC is HLA-DPA10103-DPB10401 with pseudo-sequence HLA-DPA10103-DPB10401. The binding affinity (normalized) is 0.407. (5) The peptide sequence is MSGPMQQLTQPLQQV. The MHC is HLA-DQA10102-DQB10602 with pseudo-sequence HLA-DQA10102-DQB10602. The binding affinity (normalized) is 0.624.